From a dataset of Human Reference Interactome with 51,813 positive PPI pairs across 8,248 proteins, plus equal number of experimentally-validated negative pairs. Binary Classification. Given two protein amino acid sequences, predict whether they physically interact or not. (1) Protein 1 (ENSG00000125875) has sequence MALRSAQGDGPTSGHWDGGAEKADFNAKRKKKVAEIHQALNSDPTDVAALRRMAISEGGLLTDEIRRKVWPKLLNVNANDPPPISGKNLRQMSKDYQQVLLDVRRSLRRFPPGMPEEQREGLQEELIDIILLILERNPQLHYYQGYHDIVVTFLLVVGERLATSLVEKLSTHHLRDFMDPTMDNTKHILNYLMPIIDQVNPELHDFMQSAEVGTIFALSWLITWFGHVLSDFRHVVRLYDFFLACHPLMPIYFAAVIVLYREQEVLDCDCDMASVHHLLSQIPQDLPYETLISRAGDLFV.... Protein 2 (ENSG00000147155) has sequence MTTNAGPLHPYWPQHLRLDNFVPNDRPTWHILAGLFSVTGVLVVTTWLLSGRAAVVPLGTWRRLSLCWFAVCGFIHLVIEGWFVLYYEDLLGDQAFLSQLWKEYAKGDSRYILGDNFTVCMETITACLWGPLSLWVVIAFLRQHPLMTTNAGPLHPYWPQHLRLDNFVPNDRPTWHILAGLFSVTGVLVVTTWLLSGRAAVVPLGTWRRLSLCWFAVCGFIHLVIEGWFVLYYEDLLGDQAFLSQLWKEYAKGDSRYILGDNFTVCMETITACLWGPLSLWVVIAFLRQHPLRFILQLVV.... Result: 1 (the proteins interact). (2) Protein 1 (ENSG00000136813) has sequence MTSRTKRRQKVKISISKINHSSYRKEHRPFWEHQPPPHQNWAVGGRCGAGARPGLSQRRGREVRREAQGGASSRRLRARLYFSESTSLPLDRRGSPGPLGPAPHGLRRAAPRGPARRTPRSTALTSRRRAQRPRHGDRLRLRSEARPRAAGDWPCARGGAVRPGRPHRPPRVESARGAHAGRAATDQLERVFLRLGHAETDEQLQNIISKFLPPVLLKLSSTQEGVRKKVMELLVHLNKRIKSRPKIQLPVETLLVQYQDPAAVSFVTNFTIIYVKMGYPRLPVEKQCELAPTLLTAMEG.... Protein 2 (ENSG00000170509) has sequence MNIILEILLLLITIIYSYLESLVKFFIPQRRKSVAGEIVLITGAGHGIGRQTTYEFAKRQSILVLWDINKVKKEVGDVTIVVNNAGTVYPADLLSTKDEEITKTFEVNILGHFWITKALLPSMMERNHGHIVTVASVCGHEGIPYLIPYCSSKFAAVGFHRGLTSELQALGKTGIKTSCLCPVFVNTGFTKNPSTRLWPVLETDEVVRSLIDGILTNKKMIFVPSYINIFLRLQKFLPERASAILNRMQNIQFEAVVGHKIKMK*MNIILEILLLLITIIYSYLESLVKFFIPQRRKSVA.... Result: 1 (the proteins interact).